Dataset: Reaction yield outcomes from USPTO patents with 853,638 reactions. Task: Predict the reaction yield, written as a fraction of the theoretical maximum amount of product (1.0 means a 100% yield; for example, 0.34 means a 34% yield). (1) The reactants are C([O:3][C:4]([C:6]1([NH:15][C:16](=[O:29])[C:17]2[CH:22]=[CH:21][CH:20]=[C:19]([CH3:23])[C:18]=2[CH2:24][CH2:25][CH2:26][CH2:27][CH3:28])[CH2:14][C:13]2[C:8](=[CH:9][CH:10]=[CH:11][CH:12]=2)[CH2:7]1)=[O:5])C.[OH-].[K+].O. The catalyst is CCO. The product is [CH3:23][C:19]1[C:18]([CH2:24][CH2:25][CH2:26][CH2:27][CH3:28])=[C:17]([CH:22]=[CH:21][CH:20]=1)[C:16]([NH:15][C:6]1([C:4]([OH:5])=[O:3])[CH2:14][C:13]2[C:8](=[CH:9][CH:10]=[CH:11][CH:12]=2)[CH2:7]1)=[O:29]. The yield is 1.00. (2) The reactants are Br[C:2]1[CH:7]=[C:6]([C:8]([F:11])([F:10])[F:9])[CH:5]=[CH:4][N:3]=1.[NH:12]1[CH2:17][CH2:16][CH:15]([NH:18][C:19](=[O:25])[O:20][C:21]([CH3:24])([CH3:23])[CH3:22])[CH2:14][CH2:13]1. The catalyst is CS(C)=O. The product is [F:9][C:8]([F:11])([F:10])[C:6]1[CH:5]=[CH:4][N:3]=[C:2]([N:12]2[CH2:13][CH2:14][CH:15]([NH:18][C:19](=[O:25])[O:20][C:21]([CH3:23])([CH3:22])[CH3:24])[CH2:16][CH2:17]2)[CH:7]=1. The yield is 0.710. (3) The reactants are [F:1][C:2]1[C:3]([C:10]2[CH:15]=[CH:14][C:13]([C:16]([O:18]C)=[O:17])=[CH:12][C:11]=2[C:20]([O:22][CH3:23])=[O:21])=[CH:4][C:5]([O:8][CH3:9])=[N:6][CH:7]=1.[OH-].[K+].Cl. The catalyst is C1COCC1.CO. The product is [F:1][C:2]1[C:3]([C:10]2[CH:15]=[CH:14][C:13]([C:16]([OH:18])=[O:17])=[CH:12][C:11]=2[C:20]([O:22][CH3:23])=[O:21])=[CH:4][C:5]([O:8][CH3:9])=[N:6][CH:7]=1. The yield is 1.00. (4) The reactants are C1(O[C:8](=[O:44])[NH:9][C:10]2([C:35]3[C:36]([O:41][CH2:42][CH3:43])=[N:37][CH:38]=[CH:39][CH:40]=3)[C:18]3[C:13](=[CH:14][CH:15]=[C:16]([C:19]#[N:20])[CH:17]=3)[N:12]([S:21]([C:24]3[CH:29]=[CH:28][C:27]([O:30][CH3:31])=[CH:26][C:25]=3[O:32][CH3:33])(=[O:23])=[O:22])[C:11]2=[O:34])C=CC=CC=1.[CH3:45][N:46]1[CH2:51][CH2:50][CH:49]([N:52]2[CH2:57][CH2:56][NH:55][CH2:54][CH2:53]2)[CH2:48][CH2:47]1.C1COCC1.C(O)(C(F)(F)F)=O. The catalyst is C(#N)C.O. The product is [C:19]([C:16]1[CH:17]=[C:18]2[C:13](=[CH:14][CH:15]=1)[N:12]([S:21]([C:24]1[CH:29]=[CH:28][C:27]([O:30][CH3:31])=[CH:26][C:25]=1[O:32][CH3:33])(=[O:22])=[O:23])[C:11](=[O:34])[C:10]2([NH:9][C:8]([N:55]1[CH2:54][CH2:53][N:52]([CH:49]2[CH2:50][CH2:51][N:46]([CH3:45])[CH2:47][CH2:48]2)[CH2:57][CH2:56]1)=[O:44])[C:35]1[C:36]([O:41][CH2:42][CH3:43])=[N:37][CH:38]=[CH:39][CH:40]=1)#[N:20]. The yield is 0.210.